The task is: Predict the reaction yield, written as a fraction of the theoretical maximum amount of product (1.0 means a 100% yield; for example, 0.34 means a 34% yield).. This data is from Reaction yield outcomes from USPTO patents with 853,638 reactions. The reactants are [F:1][C:2]1[CH:3]=[C:4]([CH:9]=[CH:10][C:11]=1[CH2:12][C:13]([OH:16])([CH3:15])[CH3:14])[C:5]([O:7]C)=[O:6].O.CO.[Li+].[OH-]. The catalyst is C1COCC1. The product is [F:1][C:2]1[CH:3]=[C:4]([CH:9]=[CH:10][C:11]=1[CH2:12][C:13]([OH:16])([CH3:14])[CH3:15])[C:5]([OH:7])=[O:6]. The yield is 0.670.